This data is from CYP3A4 inhibition data for predicting drug metabolism from PubChem BioAssay. The task is: Regression/Classification. Given a drug SMILES string, predict its absorption, distribution, metabolism, or excretion properties. Task type varies by dataset: regression for continuous measurements (e.g., permeability, clearance, half-life) or binary classification for categorical outcomes (e.g., BBB penetration, CYP inhibition). Dataset: cyp3a4_veith. (1) The drug is CCOC(=O)CSCC(NC(=O)OC(C)(C)C)C(=O)OCC. The result is 0 (non-inhibitor). (2) The result is 0 (non-inhibitor). The drug is C[N+]1([O-])[C@H]2CC[C@@H]1CC(OC(=O)[C@@H](CO)c1ccccc1)C2. (3) The compound is COc1cccc(-c2nccc(NCc3cnc(C)cn3)n2)c1. The result is 1 (inhibitor). (4) The molecule is COc1ccc2[nH]c(C(=O)c3ccccc3)cc2c1. The result is 1 (inhibitor). (5) The compound is COc1ccc(C(=O)Nc2ccc(NC(=O)c3cnccn3)cn2)cc1. The result is 0 (non-inhibitor). (6) The drug is [N-]=[N+]=Nc1ccc([As](=O)(O)O)cc1. The result is 0 (non-inhibitor).